This data is from CYP2C19 inhibition data for predicting drug metabolism from PubChem BioAssay. The task is: Regression/Classification. Given a drug SMILES string, predict its absorption, distribution, metabolism, or excretion properties. Task type varies by dataset: regression for continuous measurements (e.g., permeability, clearance, half-life) or binary classification for categorical outcomes (e.g., BBB penetration, CYP inhibition). Dataset: cyp2c19_veith. (1) The result is 0 (non-inhibitor). The molecule is CC(=O)[N-]S(=O)(=O)c1ccc(N)cc1.O.[Na+]. (2) The molecule is CC(C)(CC(=O)Nc1ccccc1)C(=O)O. The result is 0 (non-inhibitor). (3) The drug is CC(C)NC(=O)N1CC[C@@]2(CCCN(C(=O)c3ccncc3)C2)C1. The result is 0 (non-inhibitor). (4) The drug is O=C(NCc1cccs1)O[C@H]1C[C@H]2CC[C@@H]1C2. The result is 0 (non-inhibitor). (5) The molecule is CCCN1CCC[C@H](c2cccc(C#N)c2)C1. The result is 0 (non-inhibitor). (6) The result is 1 (inhibitor). The drug is Cn1c(C(N)=O)cnc1Sc1ncc(C(F)(F)F)cc1Cl. (7) The result is 0 (non-inhibitor). The drug is Cc1nc2ccccc2c(=O)n1-n1cnnc1.